Task: Regression. Given two drug SMILES strings and cell line genomic features, predict the synergy score measuring deviation from expected non-interaction effect.. Dataset: NCI-60 drug combinations with 297,098 pairs across 59 cell lines (1) Synergy scores: CSS=28.6, Synergy_ZIP=-0.997, Synergy_Bliss=0.889, Synergy_Loewe=0.740, Synergy_HSA=1.35. Drug 1: CC12CCC3C(C1CCC2=O)CC(=C)C4=CC(=O)C=CC34C. Cell line: HOP-92. Drug 2: CC1CCC2CC(C(=CC=CC=CC(CC(C(=O)C(C(C(=CC(C(=O)CC(OC(=O)C3CCCCN3C(=O)C(=O)C1(O2)O)C(C)CC4CCC(C(C4)OC)OCCO)C)C)O)OC)C)C)C)OC. (2) Drug 1: C1CCN(CC1)CCOC2=CC=C(C=C2)C(=O)C3=C(SC4=C3C=CC(=C4)O)C5=CC=C(C=C5)O. Drug 2: C1=NC2=C(N1)C(=S)N=C(N2)N. Cell line: TK-10. Synergy scores: CSS=30.9, Synergy_ZIP=-9.83, Synergy_Bliss=-1.94, Synergy_Loewe=-3.52, Synergy_HSA=-1.63. (3) Drug 1: C1C(C(OC1N2C=C(C(=O)NC2=O)F)CO)O. Drug 2: CCC(=C(C1=CC=CC=C1)C2=CC=C(C=C2)OCCN(C)C)C3=CC=CC=C3.C(C(=O)O)C(CC(=O)O)(C(=O)O)O. Cell line: SK-MEL-28. Synergy scores: CSS=14.4, Synergy_ZIP=-4.38, Synergy_Bliss=-2.38, Synergy_Loewe=-1.99, Synergy_HSA=0.688. (4) Drug 1: C1=C(C(=O)NC(=O)N1)F. Drug 2: C(CN)CNCCSP(=O)(O)O. Cell line: A549. Synergy scores: CSS=48.2, Synergy_ZIP=3.42, Synergy_Bliss=1.38, Synergy_Loewe=-18.1, Synergy_HSA=0.776. (5) Drug 1: CCCCCOC(=O)NC1=NC(=O)N(C=C1F)C2C(C(C(O2)C)O)O. Cell line: SK-MEL-2. Synergy scores: CSS=18.2, Synergy_ZIP=9.91, Synergy_Bliss=17.6, Synergy_Loewe=3.41, Synergy_HSA=4.18. Drug 2: C(CC(=O)O)C(=O)CN.Cl. (6) Drug 1: CC1=CC2C(CCC3(C2CCC3(C(=O)C)OC(=O)C)C)C4(C1=CC(=O)CC4)C. Drug 2: C#CCC(CC1=CN=C2C(=N1)C(=NC(=N2)N)N)C3=CC=C(C=C3)C(=O)NC(CCC(=O)O)C(=O)O. Cell line: DU-145. Synergy scores: CSS=-3.32, Synergy_ZIP=0.844, Synergy_Bliss=-0.902, Synergy_Loewe=-7.51, Synergy_HSA=-5.72. (7) Drug 1: C1=CC(=CC=C1CCCC(=O)O)N(CCCl)CCCl. Drug 2: CC1=C(C=C(C=C1)NC(=O)C2=CC=C(C=C2)CN3CCN(CC3)C)NC4=NC=CC(=N4)C5=CN=CC=C5. Cell line: MALME-3M. Synergy scores: CSS=10.0, Synergy_ZIP=-5.07, Synergy_Bliss=-1.24, Synergy_Loewe=-5.34, Synergy_HSA=-3.40.